Task: Regression. Given two drug SMILES strings and cell line genomic features, predict the synergy score measuring deviation from expected non-interaction effect.. Dataset: NCI-60 drug combinations with 297,098 pairs across 59 cell lines (1) Drug 1: C1=NC2=C(N=C(N=C2N1C3C(C(C(O3)CO)O)O)F)N. Drug 2: CC1=C(N=C(N=C1N)C(CC(=O)N)NCC(C(=O)N)N)C(=O)NC(C(C2=CN=CN2)OC3C(C(C(C(O3)CO)O)O)OC4C(C(C(C(O4)CO)O)OC(=O)N)O)C(=O)NC(C)C(C(C)C(=O)NC(C(C)O)C(=O)NCCC5=NC(=CS5)C6=NC(=CS6)C(=O)NCCC[S+](C)C)O. Cell line: PC-3. Synergy scores: CSS=18.4, Synergy_ZIP=-6.85, Synergy_Bliss=-3.83, Synergy_Loewe=-1.55, Synergy_HSA=-1.01. (2) Drug 1: CC1=C(C=C(C=C1)C(=O)NC2=CC(=CC(=C2)C(F)(F)F)N3C=C(N=C3)C)NC4=NC=CC(=N4)C5=CN=CC=C5. Drug 2: N.N.Cl[Pt+2]Cl. Cell line: HT29. Synergy scores: CSS=21.0, Synergy_ZIP=0.630, Synergy_Bliss=4.97, Synergy_Loewe=-4.51, Synergy_HSA=-1.19. (3) Drug 1: C(CC(=O)O)C(=O)CN.Cl. Drug 2: CC12CCC3C(C1CCC2OP(=O)(O)O)CCC4=C3C=CC(=C4)OC(=O)N(CCCl)CCCl.[Na+]. Synergy scores: CSS=2.05, Synergy_ZIP=-2.39, Synergy_Bliss=-0.0299, Synergy_Loewe=-4.27, Synergy_HSA=-4.09. Cell line: M14. (4) Drug 1: C1=CC(=CC=C1C#N)C(C2=CC=C(C=C2)C#N)N3C=NC=N3. Drug 2: C1=CN(C=N1)CC(O)(P(=O)(O)O)P(=O)(O)O. Cell line: OVCAR3. Synergy scores: CSS=5.60, Synergy_ZIP=-4.05, Synergy_Bliss=-6.86, Synergy_Loewe=0.121, Synergy_HSA=-1.89. (5) Drug 1: CN1CCC(CC1)COC2=C(C=C3C(=C2)N=CN=C3NC4=C(C=C(C=C4)Br)F)OC. Drug 2: CC(C)CN1C=NC2=C1C3=CC=CC=C3N=C2N. Cell line: MDA-MB-231. Synergy scores: CSS=3.01, Synergy_ZIP=-3.37, Synergy_Bliss=-5.89, Synergy_Loewe=-6.26, Synergy_HSA=-5.73. (6) Drug 1: C(=O)(N)NO. Drug 2: CC1C(C(CC(O1)OC2CC(CC3=C2C(=C4C(=C3O)C(=O)C5=CC=CC=C5C4=O)O)(C(=O)C)O)N)O. Cell line: SK-MEL-5. Synergy scores: CSS=56.3, Synergy_ZIP=1.30, Synergy_Bliss=5.24, Synergy_Loewe=-43.4, Synergy_HSA=3.97.